From a dataset of Catalyst prediction with 721,799 reactions and 888 catalyst types from USPTO. Predict which catalyst facilitates the given reaction. Reactant: [CH3:1][C:2](C)([O-])C.[K+].[Br:7][C:8]1[CH:16]=[C:15]2[C:11]([CH2:12][C:13](=[O:17])[NH:14]2)=[CH:10][CH:9]=1.[C:18]([O:22]C)(=O)[CH:19]=[CH2:20].O. Product: [Br:7][C:8]1[CH:16]=[C:15]2[C:11]([C:12]3([CH2:20][CH2:19][C:18](=[O:22])[CH2:2][CH2:1]3)[C:13](=[O:17])[NH:14]2)=[CH:10][CH:9]=1. The catalyst class is: 16.